The task is: Regression. Given a peptide amino acid sequence and an MHC pseudo amino acid sequence, predict their binding affinity value. This is MHC class II binding data.. This data is from Peptide-MHC class II binding affinity with 134,281 pairs from IEDB. (1) The peptide sequence is AFKVAATAANAAAAN. The MHC is DRB1_0401 with pseudo-sequence DRB1_0401. The binding affinity (normalized) is 0.837. (2) The peptide sequence is TALTGAMRVTKDTND. The MHC is HLA-DQA10501-DQB10303 with pseudo-sequence HLA-DQA10501-DQB10303. The binding affinity (normalized) is 0.477. (3) The peptide sequence is LVGPTPVNIIGRNILTQIGC. The MHC is HLA-DPA10103-DPB10401 with pseudo-sequence HLA-DPA10103-DPB10401. The binding affinity (normalized) is 0.206. (4) The peptide sequence is SGDVLWDIPTPKIIE. The MHC is DRB1_1101 with pseudo-sequence DRB1_1101. The binding affinity (normalized) is 0.407. (5) The peptide sequence is PGLLATNNVFRLKGG. The MHC is DRB1_1101 with pseudo-sequence DRB1_1101. The binding affinity (normalized) is 0.443. (6) The peptide sequence is SRWSSPDNVKPIYIV. The MHC is HLA-DQA10501-DQB10201 with pseudo-sequence HLA-DQA10501-DQB10201. The binding affinity (normalized) is 0.328.